From a dataset of Full USPTO retrosynthesis dataset with 1.9M reactions from patents (1976-2016). Predict the reactants needed to synthesize the given product. Given the product [OH:1][C@@H:2]1[C@H:18]2[C@@H:9]([CH2:10][CH2:11][C:12]3[C@:17]2([CH3:19])[CH:16]=[CH:15][C:14](=[O:20])[CH:13]=3)[C@H:8]2[C@@:4]([CH3:27])([C@@:5]([OH:26])([C:22]([OH:25])=[O:31])[C@H:6]([OH:21])[CH2:7]2)[CH2:3]1, predict the reactants needed to synthesize it. The reactants are: [OH:1][C@@H:2]1[C@H:18]2[C@@H:9]([CH2:10][CH2:11][C:12]3[C@:17]2([CH3:19])[CH:16]=[CH:15][C:14](=[O:20])[CH:13]=3)[C@H:8]2[C@@:4]([CH3:27])([C@@:5]([OH:26])([C:22](=[O:25])CO)[C@H:6]([OH:21])[CH2:7]2)[CH2:3]1.O=O.[K+].[O:31]1CCOCCOCCOCCOCCOCC1.O.